From a dataset of Reaction yield outcomes from USPTO patents with 853,638 reactions. Predict the reaction yield, written as a fraction of the theoretical maximum amount of product (1.0 means a 100% yield; for example, 0.34 means a 34% yield). (1) The reactants are [C:1]([C:3]1[CH:4]=[C:5]([C:9]2[CH:10]=[C:11]([CH:16]=[C:17]([CH:19]=O)[CH:18]=2)[C:12]([O:14][CH3:15])=[O:13])[CH:6]=[CH:7][CH:8]=1)#[N:2].[NH2:21][CH2:22][CH:23]1[CH2:28][CH2:27][NH:26][CH2:25][CH2:24]1.[BH4-].[Na+].Cl. The catalyst is C1(C)C=CC=CC=1. The product is [C:1]([C:3]1[CH:4]=[C:5]([C:9]2[CH:10]=[C:11]([CH:16]=[C:17]([CH2:19][NH:21][CH2:22][CH:23]3[CH2:28][CH2:27][NH:26][CH2:25][CH2:24]3)[CH:18]=2)[C:12]([O:14][CH3:15])=[O:13])[CH:6]=[CH:7][CH:8]=1)#[N:2]. The yield is 0.710. (2) The reactants are I[C:2]1[CH:19]=[N:18][C:5]2[NH:6][CH2:7][CH2:8][N:9]([C:10]([C:12]3[CH:17]=[CH:16][CH:15]=[CH:14][CH:13]=3)=O)[C:4]=2[CH:3]=1.[CH2:20]([O:22][C:23]([C:25]1[CH:30]=[CH:29][C:28](B(O)O)=[CH:27][CH:26]=1)=[O:24])[CH3:21]. No catalyst specified. The product is [CH2:20]([O:22][C:23](=[O:24])[C:25]1[CH:30]=[CH:29][C:28]([C:2]2[CH:19]=[N:18][C:5]3[NH:6][CH2:7][CH2:8][N:9]([CH2:10][C:12]4[CH:17]=[CH:16][CH:15]=[CH:14][CH:13]=4)[C:4]=3[CH:3]=2)=[CH:27][CH:26]=1)[CH3:21]. The yield is 0.420. (3) The reactants are [CH:1]12[O:8][CH:5]([CH2:6][CH2:7]1)[CH2:4][NH:3][CH2:2]2.C([O-])([O-])=O.[K+].[K+].[Cl:15][C:16]1[CH:23]=[CH:22][C:19]([CH:20]=[O:21])=[C:18](F)[CH:17]=1. The catalyst is CS(C)=O.C(Cl)Cl. The product is [CH:5]12[O:8][CH:1]([CH2:7][CH2:6]1)[CH2:2][N:3]([C:22]1[CH:23]=[C:16]([Cl:15])[CH:17]=[CH:18][C:19]=1[CH:20]=[O:21])[CH2:4]2. The yield is 0.430. (4) The reactants are [O:1]=[C:2]1[NH:7][C:6]2[CH:8]=[C:9]([C:12](OC)=[O:13])[CH:10]=[N:11][C:5]=2[N:4]2[CH2:16][CH2:17][S:18][CH2:19][C@@H:3]12.[H-].[Na+].[H-].[Al+3].[Li+].[H-].[H-].[H-].CO. The catalyst is O1CCCC1.O.C(OCC)(=O)C. The product is [OH:13][CH2:12][C:9]1[CH:10]=[N:11][C:5]2[N:4]3[CH2:16][CH2:17][S:18][CH2:19][C@H:3]3[C:2](=[O:1])[NH:7][C:6]=2[CH:8]=1. The yield is 0.890. (5) The reactants are CN(CC(C1(O)CCCCC1)C1C=CC([OH:12])=CC=1)C.CC(C)=O.[C:24]([OH:31])(=[O:30])[CH2:25][CH2:26][C:27]([OH:29])=[O:28]. The catalyst is O. The product is [OH2:12].[C:24]([OH:31])(=[O:30])[CH2:25][CH2:26][C:27]([OH:29])=[O:28]. The yield is 0.787. (6) The reactants are [CH3:1][O:2][C:3]1[CH:4]=[C:5]([CH:12]=[C:13]([N+:15]([O-])=O)[CH:14]=1)[O:6][CH:7]1[CH2:11][CH2:10][O:9][CH2:8]1. The catalyst is [Pd].C(O)C.C(OCC)(=O)C. The product is [CH3:1][O:2][C:3]1[CH:14]=[C:13]([CH:12]=[C:5]([O:6][CH:7]2[CH2:11][CH2:10][O:9][CH2:8]2)[CH:4]=1)[NH2:15]. The yield is 1.00. (7) The reactants are I[C:2]1[N:6]2[CH:7]=[CH:8][CH:9]=[C:10]([C:11]#[N:12])[C:5]2=[N:4][CH:3]=1.[CH:13]([O:16][C:17]1[CH:18]=[C:19]([NH:32][C:33]([NH:35][CH2:36][C:37]([F:40])([F:39])[F:38])=[O:34])[CH:20]=[C:21](B2OC(C)(C)C(C)(C)O2)[CH:22]=1)([CH3:15])[CH3:14].C([O-])([O-])=O.[Na+].[Na+].CCOC(C)=O. The catalyst is O1CCOCC1.[Cl-].[Na+].O.C1C=CC(P(C2C=CC=CC=2)[C-]2C=CC=C2)=CC=1.C1C=CC(P(C2C=CC=CC=2)[C-]2C=CC=C2)=CC=1.Cl[Pd]Cl.[Fe+2].C(Cl)Cl. The product is [C:11]([C:10]1[C:5]2[N:6]([C:2]([C:21]3[CH:20]=[C:19]([NH:32][C:33]([NH:35][CH2:36][C:37]([F:38])([F:39])[F:40])=[O:34])[CH:18]=[C:17]([O:16][CH:13]([CH3:15])[CH3:14])[CH:22]=3)=[CH:3][N:4]=2)[CH:7]=[CH:8][CH:9]=1)#[N:12]. The yield is 0.321.